The task is: Regression. Given a peptide amino acid sequence and an MHC pseudo amino acid sequence, predict their binding affinity value. This is MHC class II binding data.. This data is from Peptide-MHC class II binding affinity with 134,281 pairs from IEDB. The peptide sequence is TAKLRWFHERGYVKL. The MHC is HLA-DQA10102-DQB10501 with pseudo-sequence HLA-DQA10102-DQB10501. The binding affinity (normalized) is 0.